Dataset: Reaction yield outcomes from USPTO patents with 853,638 reactions. Task: Predict the reaction yield, written as a fraction of the theoretical maximum amount of product (1.0 means a 100% yield; for example, 0.34 means a 34% yield). The reactants are [Cl-].O[NH3+:3].[C:4](=[O:7])([O-])[OH:5].[Na+].CS(C)=O.[CH2:13]([C:17]1[N:18]=[C:19]([CH3:44])[N:20]([C:39]2[CH:43]=[CH:42][O:41][CH:40]=2)[C:21](=[O:38])[C:22]=1[CH2:23][C:24]1[CH:29]=[CH:28][C:27]([C:30]2[C:31]([C:36]#[N:37])=[CH:32][CH:33]=[CH:34][CH:35]=2)=[CH:26][CH:25]=1)[CH2:14][CH2:15][CH3:16]. The catalyst is O.C(OCC)(=O)C. The product is [CH2:13]([C:17]1[N:18]=[C:19]([CH3:44])[N:20]([C:39]2[CH:43]=[CH:42][O:41][CH:40]=2)[C:21](=[O:38])[C:22]=1[CH2:23][C:24]1[CH:25]=[CH:26][C:27]([C:30]2[CH:35]=[CH:34][CH:33]=[CH:32][C:31]=2[C:36]2[NH:3][C:4](=[O:7])[O:5][N:37]=2)=[CH:28][CH:29]=1)[CH2:14][CH2:15][CH3:16]. The yield is 0.460.